Dataset: Catalyst prediction with 721,799 reactions and 888 catalyst types from USPTO. Task: Predict which catalyst facilitates the given reaction. (1) Reactant: [B-](F)(F)(F)F.CCOC(C(C#N)=NOC(N(C)C)=[N+](C)C)=O.[NH:23]1[C:27]2[CH:28]=[CH:29][CH:30]=[CH:31][C:26]=2[N:25]=[C:24]1[NH:32][CH2:33][CH2:34][CH2:35][CH2:36][CH2:37][NH2:38].[CH3:39][O:40][C:41](=[O:63])[CH2:42][CH:43]1[C:49]2[CH:50]=[CH:51][CH:52]=[CH:53][C:48]=2[C:47](=[O:54])[N:46]([CH3:55])[C:45]2[CH:56]=[C:57]([C:60](O)=[O:61])[CH:58]=[CH:59][C:44]1=2.CN1CCOCC1. The catalyst class is: 3. Product: [NH:23]1[C:27]2[CH:28]=[CH:29][CH:30]=[CH:31][C:26]=2[N:25]=[C:24]1[NH:32][CH2:33][CH2:34][CH2:35][CH2:36][CH2:37][NH:38][C:60]([C:57]1[CH:58]=[CH:59][C:44]2[CH:43]([CH2:42][C:41]([O:40][CH3:39])=[O:63])[C:49]3[CH:50]=[CH:51][CH:52]=[CH:53][C:48]=3[C:47](=[O:54])[N:46]([CH3:55])[C:45]=2[CH:56]=1)=[O:61]. (2) Reactant: [CH3:1][C:2]1[NH:3][C:4](=[O:21])[CH2:5][CH:6]([C:11]2[CH:20]=[CH:19][C:18]3[C:13](=[CH:14][CH:15]=[CH:16][CH:17]=3)[CH:12]=2)[C:7]=1[C:8](O)=[O:9].[NH2:22][C:23]1[CH:24]=[C:25]2[C:29](=[CH:30][CH:31]=1)[NH:28][N:27]=[C:26]2[CH2:32][CH3:33].C(Cl)CCl.CCN(CC)CC. Product: [CH2:32]([C:26]1[C:25]2[C:29](=[CH:30][CH:31]=[C:23]([NH:22][C:8]([C:7]3[CH:6]([C:11]4[CH:20]=[CH:19][C:18]5[C:13](=[CH:14][CH:15]=[CH:16][CH:17]=5)[CH:12]=4)[CH2:5][C:4](=[O:21])[NH:3][C:2]=3[CH3:1])=[O:9])[CH:24]=2)[NH:28][N:27]=1)[CH3:33]. The catalyst class is: 861. (3) Reactant: [C:1]([N:5]1[CH2:9][C@@H:8]([C:10]2[CH:15]=[CH:14][C:13]([F:16])=[CH:12][C:11]=2[F:17])[C@H:7]([C:18]([N:20]2[CH2:25][CH2:24][CH:23]([C:26]3[CH:31]=[C:30]([CH3:32])[C:29]([CH3:33])=[CH:28][C:27]=3[C@@H:34]([NH:37]C(=O)OCC3C=CC=CC=3)[CH2:35][CH3:36])[CH2:22][CH2:21]2)=[O:19])[CH2:6]1)([CH3:4])([CH3:3])[CH3:2]. Product: [C:1]([N:5]1[CH2:9][C@@H:8]([C:10]2[CH:15]=[CH:14][C:13]([F:16])=[CH:12][C:11]=2[F:17])[C@H:7]([C:18]([N:20]2[CH2:25][CH2:24][CH:23]([C:26]3[CH:31]=[C:30]([CH3:32])[C:29]([CH3:33])=[CH:28][C:27]=3[C@@H:34]([NH2:37])[CH2:35][CH3:36])[CH2:22][CH2:21]2)=[O:19])[CH2:6]1)([CH3:4])([CH3:3])[CH3:2]. The catalyst class is: 29. (4) Reactant: [C:1]([C:5]1[CH:10]=[CH:9][C:8]([S:11]([NH:14][C:15]2[C:20]([O:21][C:22]3[CH:27]=[CH:26][CH:25]=[CH:24][C:23]=3[O:28][CH3:29])=[C:19]([O:30][CH2:31][CH:32]=[O:33])[N:18]=[C:17]([C:34]3[N:39]=[CH:38][CH:37]=[CH:36][N:35]=3)[N:16]=2)(=[O:13])=[O:12])=[CH:7][CH:6]=1)([CH3:4])([CH3:3])[CH3:2].[BH4-].[Na+].O. Product: [CH3:4][C:1]([C:5]1[CH:10]=[CH:9][C:8]([S:11]([NH:14][C:15]2[C:20]([O:21][C:22]3[CH:27]=[CH:26][CH:25]=[CH:24][C:23]=3[O:28][CH3:29])=[C:19]([O:30][CH2:31][CH2:32][OH:33])[N:18]=[C:17]([C:34]3[N:35]=[CH:36][CH:37]=[CH:38][N:39]=3)[N:16]=2)(=[O:12])=[O:13])=[CH:7][CH:6]=1)([CH3:2])[CH3:3]. The catalyst class is: 5. (5) Reactant: Cl[C:2]1[N:7]=[C:6]([C:8]2[C:16]3[C:11](=[CH:12][CH:13]=[CH:14][CH:15]=3)[N:10]([S:17]([C:20]3[CH:25]=[CH:24][CH:23]=[CH:22][CH:21]=3)(=[O:19])=[O:18])[CH:9]=2)[C:5]([Cl:26])=[CH:4][N:3]=1.[F:27][C:28]1([F:36])[CH2:33][CH:32]([NH2:34])[CH2:31][CH:30]([NH2:35])[CH2:29]1.CCN(C(C)C)C(C)C. Product: [Cl:26][C:5]1[C:6]([C:8]2[C:16]3[C:11](=[CH:12][CH:13]=[CH:14][CH:15]=3)[N:10]([S:17]([C:20]3[CH:25]=[CH:24][CH:23]=[CH:22][CH:21]=3)(=[O:18])=[O:19])[CH:9]=2)=[N:7][C:2]([NH:34][CH:32]2[CH2:33][C:28]([F:36])([F:27])[CH2:29][CH:30]([NH2:35])[CH2:31]2)=[N:3][CH:4]=1. The catalyst class is: 296. (6) Reactant: C(OC([NH:8][S:9]([NH:12][CH2:13][C@H:14]1[C@H:20]([C:21]2[CH:26]=[CH:25][C:24]([Cl:27])=[C:23]([Cl:28])[CH:22]=2)[O:19][CH2:18][CH2:17][N:16](C(OC(C)(C)C)=O)[CH2:15]1)(=[O:11])=[O:10])=O)(C)(C)C.C(OCC)(=O)C.Cl. Product: [ClH:27].[Cl:28][C:23]1[CH:22]=[C:21]([C@@H:20]2[O:19][CH2:18][CH2:17][NH:16][CH2:15][C@H:14]2[CH2:13][NH:12][S:9]([NH2:8])(=[O:10])=[O:11])[CH:26]=[CH:25][C:24]=1[Cl:27]. The catalyst class is: 8.